From a dataset of NCI-60 drug combinations with 297,098 pairs across 59 cell lines. Regression. Given two drug SMILES strings and cell line genomic features, predict the synergy score measuring deviation from expected non-interaction effect. Drug 1: CC1=C(C=C(C=C1)NC(=O)C2=CC=C(C=C2)CN3CCN(CC3)C)NC4=NC=CC(=N4)C5=CN=CC=C5. Drug 2: CC1CCCC2(C(O2)CC(NC(=O)CC(C(C(=O)C(C1O)C)(C)C)O)C(=CC3=CSC(=N3)C)C)C. Cell line: 786-0. Synergy scores: CSS=51.7, Synergy_ZIP=7.88, Synergy_Bliss=7.78, Synergy_Loewe=-6.06, Synergy_HSA=7.73.